Dataset: Full USPTO retrosynthesis dataset with 1.9M reactions from patents (1976-2016). Task: Predict the reactants needed to synthesize the given product. Given the product [N:21]1[CH:26]=[CH:25][CH:24]=[CH:23][C:22]=1[NH:27][C:12](=[O:14])[CH:11]([N:6]1[C:7]2[C:3](=[C:2]([Cl:1])[CH:10]=[CH:9][CH:8]=2)[C:4](=[O:20])[C:5]1=[O:19])[CH2:15][CH:16]([CH3:18])[CH3:17], predict the reactants needed to synthesize it. The reactants are: [Cl:1][C:2]1[CH:10]=[CH:9][CH:8]=[C:7]2[C:3]=1[C:4](=[O:20])[C:5](=[O:19])[N:6]2[CH:11]([CH2:15][CH:16]([CH3:18])[CH3:17])[C:12]([OH:14])=O.[N:21]1[CH:26]=[CH:25][CH:24]=[CH:23][C:22]=1[NH2:27].C(N(CC)C(C)C)(C)C.F[P-](F)(F)(F)(F)F.N1(O[P+](N(C)C)(N(C)C)N(C)C)C2C=CC=CC=2N=N1.